This data is from Full USPTO retrosynthesis dataset with 1.9M reactions from patents (1976-2016). The task is: Predict the reactants needed to synthesize the given product. (1) Given the product [N+:9]([C:12]1[CH:13]=[C:14]2[C:18](=[CH:19][CH:20]=1)[NH:17][C:16](=[O:21])[C:15]2=[C:1]([C:4]1[N:5]=[CH:6][NH:7][CH:8]=1)[CH3:2])([O-:11])=[O:10], predict the reactants needed to synthesize it. The reactants are: [C:1]([C:4]1[N:5]=[CH:6][NH:7][CH:8]=1)(=O)[CH3:2].[N+:9]([C:12]1[CH:13]=[C:14]2[C:18](=[CH:19][CH:20]=1)[NH:17][C:16](=[O:21])[CH2:15]2)([O-:11])=[O:10].N1CCCCC1. (2) The reactants are: [C:1]([N:8]1[CH2:13][CH2:12][NH:11][CH2:10][CH2:9]1)([O:3][C:4]([CH3:7])([CH3:6])[CH3:5])=[O:2].Br[C:15]([CH3:22])([CH3:21])[C:16]([O:18][CH2:19][CH3:20])=[O:17].C(=O)([O-])[O-].[K+].[K+]. Given the product [C:4]([O:3][C:1]([N:8]1[CH2:9][CH2:10][N:11]([C:15]([C:16]([O:18][CH2:19][CH3:20])=[O:17])([CH3:22])[CH3:21])[CH2:12][CH2:13]1)=[O:2])([CH3:7])([CH3:6])[CH3:5], predict the reactants needed to synthesize it. (3) Given the product [Cl:19][C:20]1[CH:21]=[C:22]([C:2]2[CH:7]=[CH:6][CH:5]=[CH:4][C:3]=2[NH:8][C:9](=[O:18])[O:10][CH2:11][C@@H:12]2[CH2:16][CH2:15][N:14]([CH3:17])[CH2:13]2)[CH:23]=[CH:24][C:25]=1[Cl:26], predict the reactants needed to synthesize it. The reactants are: Br[C:2]1[CH:7]=[CH:6][CH:5]=[CH:4][C:3]=1[NH:8][C:9](=[O:18])[O:10][CH2:11][C@@H:12]1[CH2:16][CH2:15][N:14]([CH3:17])[CH2:13]1.[Cl:19][C:20]1[CH:21]=[C:22](B(O)O)[CH:23]=[CH:24][C:25]=1[Cl:26].C(=O)([O-])[O-].[K+].[K+]. (4) Given the product [C:11]([NH:10][S:7]([C:5]1[S:6][C:2]([C:26]2[N:35]=[C:34]([NH:36][CH2:37][C:38]3[CH:43]=[CH:42][CH:41]=[CH:40][N:39]=3)[C:33]3[C:28](=[CH:29][CH:30]=[CH:31][C:32]=3[C:44]3[CH:49]=[CH:48][CH:47]=[CH:46][CH:45]=3)[N:27]=2)=[CH:3][N:4]=1)(=[O:9])=[O:8])([CH3:14])([CH3:13])[CH3:12], predict the reactants needed to synthesize it. The reactants are: Br[C:2]1[S:6][C:5]([S:7]([NH:10][C:11]([CH3:14])([CH3:13])[CH3:12])(=[O:9])=[O:8])=[N:4][CH:3]=1.[Cl-].[Li+].C[Sn](C)C.C[Sn](C)C.Cl[C:26]1[N:35]=[C:34]([NH:36][CH2:37][C:38]2[CH:43]=[CH:42][CH:41]=[CH:40][N:39]=2)[C:33]2[C:28](=[CH:29][CH:30]=[CH:31][C:32]=2[C:44]2[CH:49]=[CH:48][CH:47]=[CH:46][CH:45]=2)[N:27]=1. (5) Given the product [Br:13][C:8]1[CH:7]=[C:6]2[C:11](=[CH:10][CH:9]=1)[C:2]([Cl:1])=[C:3]([OH:12])[CH:4]=[CH:5]2, predict the reactants needed to synthesize it. The reactants are: [Cl:1][C:2]1[C:11]2[C:6](=[CH:7][CH:8]=[CH:9][CH:10]=2)[CH:5]=[CH:4][C:3]=1[OH:12].[BrH:13]. (6) Given the product [Cl:27][CH2:26][CH2:25][CH2:24][CH2:23][C:13]1([C:17]([O:19][CH2:20][CH3:21])=[O:18])[CH2:16][CH2:15][CH2:14]1, predict the reactants needed to synthesize it. The reactants are: [Li]CCCC.N(C(C)C)C(C)C.[CH:13]1([C:17]([O:19][CH2:20][CH3:21])=[O:18])[CH2:16][CH2:15][CH2:14]1.Br[CH2:23][CH2:24][CH2:25][CH2:26][Cl:27].[NH4+].[Cl-].